Dataset: Peptide-MHC class I binding affinity with 185,985 pairs from IEDB/IMGT. Task: Regression. Given a peptide amino acid sequence and an MHC pseudo amino acid sequence, predict their binding affinity value. This is MHC class I binding data. (1) The peptide sequence is MAILGDTAW. The MHC is HLA-B53:01 with pseudo-sequence HLA-B53:01. The binding affinity (normalized) is 0.789. (2) The peptide sequence is LPESLETLM. The MHC is HLA-B35:01 with pseudo-sequence HLA-B35:01. The binding affinity (normalized) is 0.431. (3) The peptide sequence is HSIPTLRDY. The MHC is HLA-B58:01 with pseudo-sequence HLA-B58:01. The binding affinity (normalized) is 0.200. (4) The peptide sequence is VMYAFTTPL. The MHC is HLA-A32:01 with pseudo-sequence HLA-A32:01. The binding affinity (normalized) is 1.00. (5) The peptide sequence is YMGLVKKAK. The MHC is HLA-B08:02 with pseudo-sequence HLA-B08:02. The binding affinity (normalized) is 0.0847. (6) The peptide sequence is LLDPLYFEV. The MHC is HLA-B08:02 with pseudo-sequence HLA-B08:02. The binding affinity (normalized) is 0.0847. (7) The peptide sequence is VITDFELEV. The MHC is H-2-Db with pseudo-sequence H-2-Db. The binding affinity (normalized) is 0.